Dataset: NCI-60 drug combinations with 297,098 pairs across 59 cell lines. Task: Regression. Given two drug SMILES strings and cell line genomic features, predict the synergy score measuring deviation from expected non-interaction effect. (1) Drug 1: C1=NC2=C(N=C(N=C2N1C3C(C(C(O3)CO)O)F)Cl)N. Drug 2: N.N.Cl[Pt+2]Cl. Cell line: K-562. Synergy scores: CSS=36.5, Synergy_ZIP=-9.85, Synergy_Bliss=-3.76, Synergy_Loewe=-4.62, Synergy_HSA=-4.29. (2) Drug 1: CCC1=C2CN3C(=CC4=C(C3=O)COC(=O)C4(CC)O)C2=NC5=C1C=C(C=C5)O. Drug 2: CC(C)CN1C=NC2=C1C3=CC=CC=C3N=C2N. Cell line: UO-31. Synergy scores: CSS=30.5, Synergy_ZIP=-9.65, Synergy_Bliss=-3.18, Synergy_Loewe=-35.7, Synergy_HSA=-0.922. (3) Drug 1: COCCOC1=C(C=C2C(=C1)C(=NC=N2)NC3=CC=CC(=C3)C#C)OCCOC. Drug 2: CC(C)(C#N)C1=CC=C(C=C1)N2C3=C4C=C(C=CC4=NC=C3N(C2=O)C)C5=CC6=CC=CC=C6N=C5. Cell line: OVCAR3. Synergy scores: CSS=77.9, Synergy_ZIP=2.61, Synergy_Bliss=2.34, Synergy_Loewe=9.86, Synergy_HSA=12.5.